This data is from Forward reaction prediction with 1.9M reactions from USPTO patents (1976-2016). The task is: Predict the product of the given reaction. Given the reactants [CH3:1][O:2][C:3]1[CH:28]=[CH:27][C:6]([CH2:7][N:8]([C:22]2[S:23][CH:24]=[CH:25][N:26]=2)[S:9]([C:12]2[CH:13]=[CH:14][C:15]3[NH:20][CH2:19][CH2:18][O:17][C:16]=3[CH:21]=2)(=[O:11])=[O:10])=[CH:5][CH:4]=1.F[C:30]1[CH:35]=[CH:34][CH:33]=[CH:32][C:31]=1[S:36]([CH3:39])(=[O:38])=[O:37].C(=O)([O-])[O-].[Cs+].[Cs+], predict the reaction product. The product is: [CH3:1][O:2][C:3]1[CH:4]=[CH:5][C:6]([CH2:7][N:8]([C:22]2[S:23][CH:24]=[CH:25][N:26]=2)[S:9]([C:12]2[CH:13]=[CH:14][C:15]3[N:20]([C:30]4[CH:35]=[CH:34][CH:33]=[CH:32][C:31]=4[S:36]([CH3:39])(=[O:38])=[O:37])[CH2:19][CH2:18][O:17][C:16]=3[CH:21]=2)(=[O:11])=[O:10])=[CH:27][CH:28]=1.